From a dataset of Forward reaction prediction with 1.9M reactions from USPTO patents (1976-2016). Predict the product of the given reaction. (1) Given the reactants C[O-].[Na+].C([O:7][C@@H:8]1[C@@H:17]([O:18]C(=O)C)[C@@H:16]([O:22]C(=O)C)[C@@H:15]([CH2:26][O:27]C(=O)C)[O:14][C@H:9]1[O:10][CH2:11][CH2:12][Br:13])(=O)C, predict the reaction product. The product is: [O:10]([CH2:11][CH2:12][Br:13])[C@@H:9]1[O:14][C@H:15]([CH2:26][OH:27])[C@H:16]([OH:22])[C@H:17]([OH:18])[C@H:8]1[OH:7]. (2) Given the reactants [NH2:1][C:2]1[N:3]=[C:4]([O:13][CH:14]([CH3:16])[CH3:15])[C:5]2[CH:11]=[C:10](Br)[CH:9]=[N:8][C:6]=2[N:7]=1.[CH3:17][O:18][C:19]1[CH:20]=[C:21](B(O)O)[CH:22]=[CH:23][C:24]=1[O:25][CH3:26].C([O-])([O-])=O.[Na+].[Na+], predict the reaction product. The product is: [NH2:1][C:2]1[N:3]=[C:4]([O:13][CH:14]([CH3:16])[CH3:15])[C:5]2[CH:11]=[C:10]([C:22]3[CH:21]=[CH:20][C:19]([O:18][CH3:17])=[C:24]([O:25][CH3:26])[CH:23]=3)[CH:9]=[N:8][C:6]=2[N:7]=1.